Dataset: Forward reaction prediction with 1.9M reactions from USPTO patents (1976-2016). Task: Predict the product of the given reaction. Given the reactants [C:1]([C:3]1[CH:8]=[CH:7][C:6]([NH:9][CH:10]([C:19]2[CH:24]=[C:23]([O:25][CH2:26][CH3:27])[C:22]([O:28][CH2:29][CH3:30])=[CH:21][C:20]=2[OH:31])[CH2:11][NH:12][S:13]([CH2:16][CH2:17][CH3:18])(=[O:15])=[O:14])=[CH:5][CH:4]=1)#[N:2].C(=O)(O)[O-].[K+].Br[CH2:38][C:39]([O:41][CH2:42][CH3:43])=[O:40], predict the reaction product. The product is: [CH2:42]([O:41][C:39](=[O:40])[CH2:38][O:31][C:20]1[CH:21]=[C:22]([O:28][CH2:29][CH3:30])[C:23]([O:25][CH2:26][CH3:27])=[CH:24][C:19]=1[CH:10]([NH:9][C:6]1[CH:7]=[CH:8][C:3]([C:1]#[N:2])=[CH:4][CH:5]=1)[CH2:11][NH:12][S:13]([CH2:16][CH2:17][CH3:18])(=[O:15])=[O:14])[CH3:43].